From a dataset of Forward reaction prediction with 1.9M reactions from USPTO patents (1976-2016). Predict the product of the given reaction. (1) The product is: [O:4]=[C:3]1[N:5]([C:6]2[CH:11]=[CH:10][CH:9]=[C:8]([O:12][C:13]([F:16])([F:15])[F:14])[CH:7]=2)[CH2:17][CH2:18][N:19]([C:20]([O:21][C:22]([CH3:25])([CH3:24])[CH3:23])=[O:26])[CH2:2]1. Given the reactants Cl[CH2:2][C:3]([N:5]([CH2:17][CH2:18][NH:19][C:20](=[O:26])[O:21][C:22]([CH3:25])([CH3:24])[CH3:23])[C:6]1[CH:11]=[CH:10][CH:9]=[C:8]([O:12][C:13]([F:16])([F:15])[F:14])[CH:7]=1)=[O:4].C(=O)([O-])[O-].[Cs+].[Cs+].C(OCC)(=O)C, predict the reaction product. (2) Given the reactants [NH2:1][C:2]1[N:7]=[C:6](Cl)[N:5]=[C:4]([C:9]([F:12])([CH3:11])[CH3:10])[N:3]=1.C(=O)([O-])[O-].[K+].[K+].[C:19]1([CH2:25][CH2:26][CH2:27][C@@H:28]([NH2:32])[CH:29]2[CH2:31][CH2:30]2)[CH:24]=[CH:23][CH:22]=[CH:21][CH:20]=1, predict the reaction product. The product is: [NH2:1][C:2]1[N:3]=[C:4]([C:9]([F:12])([CH3:11])[CH3:10])[N:5]=[C:6]([NH:32][C@@H:28]([CH:29]2[CH2:31][CH2:30]2)[CH2:27][CH2:26][CH2:25][C:19]2[CH:24]=[CH:23][CH:22]=[CH:21][CH:20]=2)[N:7]=1. (3) Given the reactants [CH3:1][N:2]([CH3:13])[CH2:3][CH2:4][N:5]1[CH:9]=[C:8]([N+:10]([O-])=O)[CH:7]=[N:6]1.Cl.O1CCOCC1, predict the reaction product. The product is: [CH3:1][N:2]([CH3:13])[CH2:3][CH2:4][N:5]1[CH:9]=[C:8]([NH2:10])[CH:7]=[N:6]1. (4) Given the reactants [CH2:1]([O:3][C:4]([C:6]1[C:11]([Cl:12])=[C:10]([CH3:13])[C:9](=[O:14])[N:8]([CH3:15])[C:7]=1[C:16]#[C:17][Si](C)(C)C)=[O:5])[CH3:2].[OH:22]S(O)(=O)=O.CC(C)=O, predict the reaction product. The product is: [CH2:1]([O:3][C:4]([C:6]1[C:11]([Cl:12])=[C:10]([CH3:13])[C:9](=[O:14])[N:8]([CH3:15])[C:7]=1[C:16](=[O:22])[CH3:17])=[O:5])[CH3:2]. (5) Given the reactants [Br:1][C:2]1[CH:3]=[C:4]2[C:9](=[CH:10][CH:11]=1)[CH2:8][CH:7]([NH2:12])[CH2:6][CH2:5]2.[OH-].[Na+].Cl[C:16]([O:18][CH2:19][C:20]1[CH:25]=[CH:24][CH:23]=[CH:22][CH:21]=1)=[O:17], predict the reaction product. The product is: [Br:1][C:2]1[CH:3]=[C:4]2[C:9](=[CH:10][CH:11]=1)[CH2:8][CH:7]([NH:12][C:16](=[O:17])[O:18][CH2:19][C:20]1[CH:25]=[CH:24][CH:23]=[CH:22][CH:21]=1)[CH2:6][CH2:5]2. (6) Given the reactants [CH3:1][C:2]1[NH:3][C:4]2[C:9]([CH:10]=1)=[CH:8][CH:7]=[CH:6][CH:5]=2.C([Mg]Br)C.[CH3:15][C:16]1([CH3:24])[C:18]([CH3:20])([CH3:19])[CH:17]1[C:21](Cl)=[O:22], predict the reaction product. The product is: [CH3:1][C:2]1[NH:3][C:4]2[C:9]([C:10]=1[C:21]([CH:17]1[C:18]([CH3:20])([CH3:19])[C:16]1([CH3:24])[CH3:15])=[O:22])=[CH:8][CH:7]=[CH:6][CH:5]=2. (7) The product is: [CH3:11][Si:2]([CH3:1])([CH3:12])[O:3][CH2:4][CH2:5][C-:6]1[CH:10]=[CH:9][CH:8]=[CH:7]1.[Li+:17]. Given the reactants [CH3:1][Si:2]([CH3:12])([CH3:11])[O:3][CH2:4][CH2:5][C:6]1[CH2:10][CH:9]=[CH:8][CH:7]=1.C([Li:17])CCC.CCCCCC.CCCC, predict the reaction product. (8) The product is: [CH3:29][C:26]([O:25][C@H:24]([CH3:30])[C@@H:23]([C:31]([O:33][CH3:34])=[O:32])[NH:22][C:20]([C:19]1[CH:18]=[CH:17][C:16]([C:35]2[CH:40]=[CH:39][C:38]([O:41][CH3:42])=[C:37]([F:43])[CH:36]=2)=[CH:15][C:14]=1[NH:13][C:11]([NH:10][C:3]1[C:2]([CH3:1])=[CH:7][C:6]([CH3:8])=[CH:5][C:4]=1[CH3:9])=[O:12])=[O:21])([CH3:27])[CH3:28]. Given the reactants [CH3:1][C:2]1[CH:7]=[C:6]([CH3:8])[CH:5]=[C:4]([CH3:9])[C:3]=1[N:10]=[C:11]=[O:12].[NH2:13][C:14]1[CH:15]=[C:16]([C:35]2[CH:40]=[CH:39][C:38]([O:41][CH3:42])=[C:37]([F:43])[CH:36]=2)[CH:17]=[CH:18][C:19]=1[C:20]([NH:22][C@H:23]([C:31]([O:33][CH3:34])=[O:32])[C@@H:24]([CH3:30])[O:25][C:26]([CH3:29])([CH3:28])[CH3:27])=[O:21].CCCCCC.C(OCC)(=O)C, predict the reaction product. (9) Given the reactants COC[O:4][C:5](=[O:41])[C:6]1[CH:11]=[CH:10][C:9]([CH2:12][O:13][C:14]2[CH:19]=[C:18]([C:20]([F:23])([F:22])[F:21])[CH:17]=[CH:16][C:15]=2[N:24]([S:32]([C:35]2[CH:40]=[CH:39][CH:38]=[CH:37][CH:36]=2)(=[O:34])=[O:33])[CH2:25][C:26]([O:28]COC)=O)=[CH:8][CH:7]=1.[CH3:42][NH:43][CH3:44], predict the reaction product. The product is: [CH3:42][N:43]([C:26]([CH2:25][N:24]([S:32]([C:35]1[CH:36]=[CH:37][CH:38]=[CH:39][CH:40]=1)(=[O:34])=[O:33])[C:15]1[CH:16]=[CH:17][C:18]([C:20]([F:22])([F:21])[F:23])=[CH:19][C:14]=1[O:13][CH2:12][C:9]1[CH:10]=[CH:11][C:6]([C:5]([OH:4])=[O:41])=[CH:7][CH:8]=1)=[O:28])[CH3:44]. (10) Given the reactants Cl[C:2]1[N:3]=[C:4]([N:22]2[CH2:27][CH2:26][O:25][CH2:24][CH2:23]2)[C:5]2[S:10][C:9]([C:11]3[CH:16]=[CH:15][CH:14]=[C:13]([S:17]([CH3:20])(=[O:19])=[O:18])[CH:12]=3)=[C:8]([CH3:21])[C:6]=2[N:7]=1.C([Sn](CCCC)(CCCC)[C:33]1[CH:38]=[CH:37][N:36]=[N:35][CH:34]=1)CCC, predict the reaction product. The product is: [CH3:21][C:8]1[C:6]2[N:7]=[C:2]([C:33]3[CH:38]=[CH:37][N:36]=[N:35][CH:34]=3)[N:3]=[C:4]([N:22]3[CH2:27][CH2:26][O:25][CH2:24][CH2:23]3)[C:5]=2[S:10][C:9]=1[C:11]1[CH:16]=[CH:15][CH:14]=[C:13]([S:17]([CH3:20])(=[O:19])=[O:18])[CH:12]=1.